From a dataset of NCI-60 drug combinations with 297,098 pairs across 59 cell lines. Regression. Given two drug SMILES strings and cell line genomic features, predict the synergy score measuring deviation from expected non-interaction effect. (1) Drug 1: CN(C(=O)NC(C=O)C(C(C(CO)O)O)O)N=O. Drug 2: COC1=C2C(=CC3=C1OC=C3)C=CC(=O)O2. Cell line: HCT116. Synergy scores: CSS=2.81, Synergy_ZIP=-3.61, Synergy_Bliss=-8.20, Synergy_Loewe=-7.87, Synergy_HSA=-7.13. (2) Drug 1: C1CCC(CC1)NC(=O)N(CCCl)N=O. Drug 2: COC1=NC(=NC2=C1N=CN2C3C(C(C(O3)CO)O)O)N. Cell line: SF-295. Synergy scores: CSS=18.7, Synergy_ZIP=5.83, Synergy_Bliss=6.32, Synergy_Loewe=-7.81, Synergy_HSA=5.57. (3) Drug 1: CC1CCC2CC(C(=CC=CC=CC(CC(C(=O)C(C(C(=CC(C(=O)CC(OC(=O)C3CCCCN3C(=O)C(=O)C1(O2)O)C(C)CC4CCC(C(C4)OC)OCCO)C)C)O)OC)C)C)C)OC. Drug 2: CCN(CC)CCNC(=O)C1=C(NC(=C1C)C=C2C3=C(C=CC(=C3)F)NC2=O)C. Cell line: SW-620. Synergy scores: CSS=0.530, Synergy_ZIP=-0.0359, Synergy_Bliss=-0.711, Synergy_Loewe=-1.30, Synergy_HSA=-1.55. (4) Drug 1: CCC(=C(C1=CC=CC=C1)C2=CC=C(C=C2)OCCN(C)C)C3=CC=CC=C3.C(C(=O)O)C(CC(=O)O)(C(=O)O)O. Drug 2: CC(C)NC(=O)C1=CC=C(C=C1)CNNC.Cl. Cell line: MDA-MB-231. Synergy scores: CSS=2.66, Synergy_ZIP=-0.0939, Synergy_Bliss=0.429, Synergy_Loewe=-0.803, Synergy_HSA=-0.370. (5) Drug 1: C1=CC=C(C(=C1)C(C2=CC=C(C=C2)Cl)C(Cl)Cl)Cl. Drug 2: CCC1(C2=C(COC1=O)C(=O)N3CC4=CC5=C(C=CC(=C5CN(C)C)O)N=C4C3=C2)O.Cl. Cell line: U251. Synergy scores: CSS=45.7, Synergy_ZIP=8.34, Synergy_Bliss=2.78, Synergy_Loewe=-42.1, Synergy_HSA=1.07.